From a dataset of Full USPTO retrosynthesis dataset with 1.9M reactions from patents (1976-2016). Predict the reactants needed to synthesize the given product. (1) Given the product [Cl:31][C:32]1[CH:39]=[CH:38][CH:37]=[C:36]([Cl:40])[C:33]=1[CH2:34][O:1][C:2]1[CH:3]=[C:4]2[C:22](=[CH:23][CH:24]=1)[C:7]1([O:12][CH2:11][CH2:10][N:9]([CH2:13][CH2:14][C:15]([O:17][C:18]([CH3:20])([CH3:21])[CH3:19])=[O:16])[CH2:8]1)[CH2:6][CH2:5]2, predict the reactants needed to synthesize it. The reactants are: [OH:1][C:2]1[CH:3]=[C:4]2[C:22](=[CH:23][CH:24]=1)[C:7]1([O:12][CH2:11][CH2:10][N:9]([CH2:13][CH2:14][C:15]([O:17][C:18]([CH3:21])([CH3:20])[CH3:19])=[O:16])[CH2:8]1)[CH2:6][CH2:5]2.C([O-])([O-])=O.[K+].[K+].[Cl:31][C:32]1[CH:39]=[CH:38][CH:37]=[C:36]([Cl:40])[C:33]=1[CH2:34]Br. (2) Given the product [CH:1]([C:3]1[CH:11]=[CH:10][CH:9]=[CH:8][C:4]=1[C:5]([O:7][CH2:21]/[CH:20]=[C:18](\[CH3:19])/[CH2:17][CH2:16][CH:15]=[C:13]([CH3:14])[CH3:12])=[O:6])=[O:2], predict the reactants needed to synthesize it. The reactants are: [CH:1]([C:3]1[CH:11]=[CH:10][CH:9]=[CH:8][C:4]=1[C:5]([OH:7])=[O:6])=[O:2].[CH3:12][C:13](=[CH:15][CH2:16][CH2:17]/[C:18](=[CH:20]/[CH2:21]O)/[CH3:19])[CH3:14].C1CCC(N=C=NC2CCCCC2)CC1. (3) Given the product [Br:1][C:2]1[CH:7]=[CH:6][C:5]([O:8][Si:27]([C:23]([CH3:26])([CH3:25])[CH3:24])([CH3:29])[CH3:28])=[CH:4][C:3]=1[O:9][CH3:10], predict the reactants needed to synthesize it. The reactants are: [Br:1][C:2]1[CH:7]=[CH:6][C:5]([OH:8])=[CH:4][C:3]=1[O:9][CH3:10].C(Cl)Cl.CCN(C(C)C)C(C)C.[C:23]([Si:27](Cl)([CH3:29])[CH3:28])([CH3:26])([CH3:25])[CH3:24]. (4) Given the product [CH:1]1([CH2:4][O:5][C:6]2[CH:7]=[C:8]3[C:38](=[CH:39][CH:40]=2)[C:16]2[N:17]([CH2:30][O:31][CH2:32][CH2:33][Si:34]([CH3:35])([CH3:37])[CH3:36])[C:18]([C:20]4[C:27]([C:28]#[N:29])=[CH:26][CH:25]=[CH:24][C:21]=4[C:22]#[N:23])=[N:19][C:15]=2[C:14]2[CH:13]=[CH:12][C:11]([CH2:41][C:42]([OH:44])([CH3:46])[CH3:43])=[CH:10][C:9]3=2)[CH2:3][CH2:2]1, predict the reactants needed to synthesize it. The reactants are: [CH:1]1([CH2:4][O:5][C:6]2[CH:7]=[C:8]3[C:38](=[CH:39][CH:40]=2)[C:16]2[N:17]([CH2:30][O:31][CH2:32][CH2:33][Si:34]([CH3:37])([CH3:36])[CH3:35])[C:18]([C:20]4[C:27]([C:28]#[N:29])=[CH:26][CH:25]=[CH:24][C:21]=4[C:22]#[N:23])=[N:19][C:15]=2[C:14]2[CH:13]=[CH:12][C:11]([CH2:41][C:42](=[O:44])[CH3:43])=[CH:10][C:9]3=2)[CH2:3][CH2:2]1.Cl[C:46]1C=C2C(=CC=1)C1N(COCC[Si](C)(C)C)C(C3C(C#N)=CC=CC=3C#N)=NC=1C1C=CC(CC(=O)C)=CC2=1. (5) Given the product [CH3:23][C@:20]1([C:18](=[O:19])[C@@H:17]([NH:16][C:14](=[O:15])[C@@H:13]([NH:12][C:10](=[O:11])[C@@H:9]([NH:8][C:46](=[O:47])[CH2:45][N:42]2[CH2:43][CH2:44][O:39][CH2:40][CH2:41]2)[CH3:38])[CH2:31][C:32]2[CH:37]=[CH:36][CH:35]=[CH:34][N:33]=2)[CH2:24][C:25]2[CH:30]=[CH:29][CH:28]=[CH:27][CH:26]=2)[CH2:22][O:21]1, predict the reactants needed to synthesize it. The reactants are: OC(C(F)(F)F)=O.[NH2:8][C@@H:9]([CH3:38])[C:10]([NH:12][C@@H:13]([CH2:31][C:32]1[CH:37]=[CH:36][CH:35]=[CH:34][N:33]=1)[C:14]([NH:16][C@@H:17]([CH2:24][C:25]1[CH:30]=[CH:29][CH:28]=[CH:27][CH:26]=1)[C:18]([C@:20]1([CH3:23])[CH2:22][O:21]1)=[O:19])=[O:15])=[O:11].[O:39]1[CH2:44][CH2:43][N:42]([CH2:45][C:46](O)=[O:47])[CH2:41][CH2:40]1.C1C=CC2N(O)N=NC=2C=1.CN(C(ON1N=NC2C=CC=CC1=2)=[N+](C)C)C.F[P-](F)(F)(F)(F)F.CCN(C(C)C)C(C)C. (6) Given the product [CH3:1][O:2][C:3]1[C:8]([O:9][CH3:10])=[CH:7][C:6]([C:11]([C:13]2[C:14]([O:21][CH3:22])=[N:15][C:16]([O:19][CH3:20])=[N:17][CH:18]=2)=[O:12])=[C:5]([CH:23]([CH3:31])[CH2:24][C:25]2[CH:26]=[CH:27][CH:28]=[CH:29][CH:30]=2)[CH:4]=1, predict the reactants needed to synthesize it. The reactants are: [CH3:1][O:2][C:3]1[C:8]([O:9][CH3:10])=[CH:7][C:6]([CH:11]([C:13]2[C:14]([O:21][CH3:22])=[N:15][C:16]([O:19][CH3:20])=[N:17][CH:18]=2)[OH:12])=[C:5]([CH:23]([CH3:31])[CH2:24][C:25]2[CH:30]=[CH:29][CH:28]=[CH:27][CH:26]=2)[CH:4]=1.